From a dataset of Full USPTO retrosynthesis dataset with 1.9M reactions from patents (1976-2016). Predict the reactants needed to synthesize the given product. (1) Given the product [Cl:12][C:13]1[CH:18]=[C:17]([C:2]2[CH:7]=[CH:6][C:5]([CH2:8][C:9]([OH:11])=[O:10])=[CH:4][N:3]=2)[CH:16]=[CH:15][CH:14]=1, predict the reactants needed to synthesize it. The reactants are: Cl[C:2]1[CH:7]=[CH:6][C:5]([CH2:8][C:9]([OH:11])=[O:10])=[CH:4][N:3]=1.[Cl:12][C:13]1[CH:14]=[C:15](B(O)O)[CH:16]=[CH:17][CH:18]=1.C([O-])([O-])=O.[Na+].[Na+]. (2) Given the product [NH:1]1[CH:5]=[CH:4][C:3]([CH2:6][CH2:7][CH2:8][OH:9])=[CH:2]1, predict the reactants needed to synthesize it. The reactants are: [NH:1]1[CH:5]=[CH:4][C:3]([CH2:6][CH2:7][C:8](OCCCC)=[O:9])=[CH:2]1.[H-].[H-].[H-].[H-].[Li+].[Al+3]. (3) Given the product [CH3:37][N:36]([CH2:35][C:34]1[N:4]=[C:5]([C:6]2[CH:7]=[C:8]3[C:12](=[CH:13][CH:14]=2)[NH:11][N:10]=[C:9]3[C:15]2[CH:16]=[C:17]([C:21]([NH:23][CH2:24][CH2:25][CH:26]3[CH2:31][CH2:30][CH2:29][CH2:28][NH:27]3)=[O:22])[CH:18]=[CH:19][CH:20]=2)[NH:32][N:33]=1)[CH3:38], predict the reactants needed to synthesize it. The reactants are: C(O[N:4]=[CH:5][C:6]1[CH:7]=[C:8]2[C:12](=[CH:13][CH:14]=1)[NH:11][N:10]=[C:9]2[C:15]1[CH:16]=[C:17]([C:21]([NH:23][CH2:24][CH2:25][CH:26]2[CH2:31][CH2:30][CH2:29][CH2:28][NH:27]2)=[O:22])[CH:18]=[CH:19][CH:20]=1)C.[NH2:32][NH:33][C:34](=O)[CH2:35][N:36]([CH3:38])[CH3:37].C[O-].[Na+]. (4) Given the product [NH:1]1[C:5]2=[N:6][CH:7]=[CH:8][CH:9]=[C:4]2[CH:3]=[C:2]1[CH2:24][N:13]1[CH2:12][CH2:11][N:10]([C:16]2[N:23]=[CH:22][CH:21]=[CH:20][C:17]=2[C:18]#[N:19])[CH2:15][CH2:14]1, predict the reactants needed to synthesize it. The reactants are: [NH:1]1[C:5]2=[N:6][CH:7]=[CH:8][CH:9]=[C:4]2[CH:3]=[CH:2]1.[N:10]1([C:16]2[N:23]=[CH:22][CH:21]=[CH:20][C:17]=2[C:18]#[N:19])[CH2:15][CH2:14][NH:13][CH2:12][CH2:11]1.[C:24]([O-])(=O)C.[Na+].C=O. (5) Given the product [CH3:1][C:2]1[N:3]([C:18]2[N:23]=[C:22]([CH3:24])[CH:21]=[CH:20][N:19]=2)[CH:4]=[C:5]([C:7]#[C:8][C:9]2[CH:10]=[C:11]([CH:14]=[CH:15][CH:16]=2)[C:12]#[N:13])[N:6]=1, predict the reactants needed to synthesize it. The reactants are: [CH3:1][C:2]1[NH:3][CH:4]=[C:5]([C:7]#[C:8][C:9]2[CH:10]=[C:11]([CH:14]=[CH:15][CH:16]=2)[C:12]#[N:13])[N:6]=1.Cl[C:18]1[N:23]=[C:22]([CH3:24])[CH:21]=[CH:20][N:19]=1.